From a dataset of Forward reaction prediction with 1.9M reactions from USPTO patents (1976-2016). Predict the product of the given reaction. (1) The product is: [N:12]1([C:8]2[CH:7]=[N:6][C:5]3[C:10]([N:9]=2)=[CH:11][C:2]([NH:27][C:25](=[O:26])[C:24]([C:18]2[CH:23]=[CH:22][CH:21]=[CH:20][CH:19]=2)([CH3:44])[CH3:43])=[CH:3][CH:4]=3)[CH2:17][CH2:16][O:15][CH2:14][CH2:13]1. Given the reactants Br[C:2]1[CH:11]=[C:10]2[C:5]([N:6]=[CH:7][C:8]([N:12]3[CH2:17][CH2:16][O:15][CH2:14][CH2:13]3)=[N:9]2)=[CH:4][CH:3]=1.[C:18]1([C:24]([CH3:44])([CH3:43])[C:25]([NH:27]C2C=CC(B3OC(C)(C)C(C)(C)O3)=CC=2)=[O:26])[CH:23]=[CH:22][CH:21]=[CH:20][CH:19]=1.C(=O)([O-])[O-].[Na+].[Na+], predict the reaction product. (2) Given the reactants [C:1]([O:5][C:6]([NH:8][C@@H:9]1[CH2:14][CH2:13][CH2:12][CH2:11][C@H:10]1[NH:15][CH:16]1[CH2:21][CH2:20][CH2:19][N:18](C(OCC2C=CC=CC=2)=O)[CH2:17]1)=[O:7])([CH3:4])([CH3:3])[CH3:2], predict the reaction product. The product is: [NH:18]1[CH2:19][CH2:20][CH2:21][CH:16]([NH:15][C@@H:10]2[CH2:11][CH2:12][CH2:13][CH2:14][C@H:9]2[NH:8][C:6](=[O:7])[O:5][C:1]([CH3:3])([CH3:2])[CH3:4])[CH2:17]1.